Dataset: Catalyst prediction with 721,799 reactions and 888 catalyst types from USPTO. Task: Predict which catalyst facilitates the given reaction. Reactant: [CH3:1][C:2]1[CH:7]=[CH:6][N:5]=[CH:4][C:3]=1[N:8]1[CH2:12][CH2:11][NH:10][C:9]1=[O:13].Br[C:15]1[CH:16]=[C:17]2[C:21](=[CH:22][CH:23]=1)[N:20]([CH3:24])[N:19]=[CH:18]2.N[C@@H]1CCCC[C@H]1N.P([O-])([O-])([O-])=O.[K+].[K+].[K+]. Product: [CH3:24][N:20]1[C:21]2[C:17](=[CH:16][C:15]([N:10]3[CH2:11][CH2:12][N:8]([C:3]4[CH:4]=[N:5][CH:6]=[CH:7][C:2]=4[CH3:1])[C:9]3=[O:13])=[CH:23][CH:22]=2)[CH:18]=[N:19]1. The catalyst class is: 246.